Dataset: Forward reaction prediction with 1.9M reactions from USPTO patents (1976-2016). Task: Predict the product of the given reaction. (1) Given the reactants [CH3:1][CH2:2][CH2:3][N:4]([CH2:8][CH2:9][C:10]1[CH:11]=[CH:12][CH:13]=[C:14]2[NH:19][C:17](=[O:18])[CH2:16][C:15]=12)[CH2:5][CH2:6][CH3:7].Cl.CC1C([N+]([O-])=O)=CC=CC=1CC(O)=O, predict the reaction product. The product is: [CH3:7][CH2:6][CH2:5][N:4]([CH2:8][CH2:9][C:10]1[CH:11]=[CH:12][CH:13]=[C:14]2[NH:19][C:17](=[O:18])[CH2:16][C:15]=12)[CH2:3][CH2:2][CH3:1]. (2) Given the reactants C(OC([N:8]1[CH2:13][CH2:12][CH:11]([NH:14][C:15](=[O:31])[C:16]2[CH:21]=[CH:20][CH:19]=[C:18]([O:22][C:23]([C:26]([O:28][CH2:29][CH3:30])=[O:27])([CH3:25])[CH3:24])[CH:17]=2)[CH2:10][CH2:9]1)=O)(C)(C)C.C(O)(C(F)(F)F)=O, predict the reaction product. The product is: [CH2:29]([O:28][C:26](=[O:27])[C:23]([CH3:25])([O:22][C:18]1[CH:19]=[CH:20][CH:21]=[C:16]([C:15](=[O:31])[NH:14][CH:11]2[CH2:10][CH2:9][NH:8][CH2:13][CH2:12]2)[CH:17]=1)[CH3:24])[CH3:30].